Dataset: Reaction yield outcomes from USPTO patents with 853,638 reactions. Task: Predict the reaction yield, written as a fraction of the theoretical maximum amount of product (1.0 means a 100% yield; for example, 0.34 means a 34% yield). The reactants are [OH:1][C:2]1[CH:7]=[C:6]([Br:8])[CH:5]=[CH:4][N:3]=1.[OH-].[K+].[C:11]([N:18]1[CH2:23][CH2:22][CH2:21][CH:20]([CH2:24]Br)[CH2:19]1)([O:13][C:14]([CH3:17])([CH3:16])[CH3:15])=[O:12].O. The catalyst is CS(C)=O. The product is [Br:8][C:6]1[CH:5]=[CH:4][N:3]([CH2:24][CH:20]2[CH2:21][CH2:22][CH2:23][N:18]([C:11]([O:13][C:14]([CH3:15])([CH3:17])[CH3:16])=[O:12])[CH2:19]2)[C:2](=[O:1])[CH:7]=1. The yield is 0.950.